This data is from Reaction yield outcomes from USPTO patents with 853,638 reactions. The task is: Predict the reaction yield, written as a fraction of the theoretical maximum amount of product (1.0 means a 100% yield; for example, 0.34 means a 34% yield). (1) The reactants are [N:1]1[CH2:2][CH:3]=[CH:4][CH:5]=[C:6]2[CH:11]=[CH:10][CH:9]=[CH:8][C:7]=12.C(N(CC)CC)C.C(N(CC)C(C)C)(C)C.CS(O[CH2:33][C:34]([F:37])([F:36])[F:35])(=O)=O. The catalyst is CC(C)=O. The product is [F:35][C:34]([F:37])([F:36])[CH2:33][N:1]1[C:7]2[CH:8]=[CH:9][CH:10]=[CH:11][C:6]=2[CH:5]=[CH:4][CH:3]=[CH:2]1. The yield is 0.690. (2) The reactants are O[C:2]1([C:12]2[CH:17]=[CH:16][CH:15]=[CH:14][CH:13]=2)[C:10]2[C:5](=[CH:6][CH:7]=[CH:8][CH:9]=2)[NH:4][C:3]1=[O:11].[C:18]([C:22]1[CH:27]=[CH:26][C:25]([S:28]([NH:31][C:32]2[CH:37]=[CH:36][C:35]([CH3:38])=[C:34]([OH:39])[CH:33]=2)(=[O:30])=[O:29])=[CH:24][CH:23]=1)([CH3:21])([CH3:20])[CH3:19].C1(C)C=CC(S(O)(=O)=O)=CC=1. The catalyst is ClC(Cl)C. The product is [C:18]([C:22]1[CH:27]=[CH:26][C:25]([S:28]([NH:31][C:32]2[CH:33]=[C:34]([OH:39])[C:35]([CH3:38])=[CH:36][C:37]=2[C:2]2([C:12]3[CH:17]=[CH:16][CH:15]=[CH:14][CH:13]=3)[C:10]3[C:5](=[CH:6][CH:7]=[CH:8][CH:9]=3)[NH:4][C:3]2=[O:11])(=[O:30])=[O:29])=[CH:24][CH:23]=1)([CH3:21])([CH3:20])[CH3:19]. The yield is 0.880. (3) The reactants are COC1C=C[C:6]([C@@H:9]([N:11]([CH2:22][C:23]2[N:24]=[C:25]3[CH:30]=[CH:29][CH:28]=[C:27]([N:31]4[CH2:36][CH2:35][N:34]([CH3:37])[CH2:33][CH2:32]4)[N:26]3[CH:38]=2)[C@@H:12]2[C:21]3[N:20]=[CH:19][CH:18]=[CH:17][C:16]=3[CH2:15][CH2:14][CH2:13]2)C)=[CH:5]C=1.C(=O)CC. No catalyst specified. The product is [CH3:37][N:34]1[CH2:35][CH2:36][N:31]([C:27]2[N:26]3[CH:38]=[C:23]([CH2:22][N:11]([CH2:9][CH2:6][CH3:5])[C@@H:12]4[C:21]5[N:20]=[CH:19][CH:18]=[CH:17][C:16]=5[CH2:15][CH2:14][CH2:13]4)[N:24]=[C:25]3[CH:30]=[CH:29][CH:28]=2)[CH2:32][CH2:33]1. The yield is 0.400. (4) The reactants are [CH3:1][N:2]1[CH2:7][CH2:6][O:5][C:4]2[CH:8]=[CH:9][CH:10]=[C:11]([O:12][CH2:13][C:14]([O:16]CC)=O)[C:3]1=2.[NH2:19][CH2:20][CH:21]([OH:32])[CH2:22][N:23]1[CH2:31][C:30]2[C:25](=[CH:26][CH:27]=[CH:28][CH:29]=2)[CH2:24]1. The catalyst is CCO. The product is [OH:32][CH:21]([CH2:22][N:23]1[CH2:24][C:25]2[C:30](=[CH:29][CH:28]=[CH:27][CH:26]=2)[CH2:31]1)[CH2:20][NH:19][C:14](=[O:16])[CH2:13][O:12][C:11]1[C:3]2[N:2]([CH3:1])[CH2:7][CH2:6][O:5][C:4]=2[CH:8]=[CH:9][CH:10]=1. The yield is 0.150. (5) The reactants are C(N(C(C)C)CC)(C)C.[Cl:10][C:11]1[CH:12]=[CH:13][C:14]2[N:19]=[C:18]([C:20]3[C:29]4[C:24](=[CH:25][CH:26]=[CH:27][CH:28]=4)[CH:23]=[CH:22][CH:21]=3)[O:17][C:16](=[O:30])[C:15]=2[CH:31]=1.[NH:32]1[CH2:36][CH2:35][CH2:34][CH:33]1[C:37]1[CH:42]=[CH:41][CH:40]=[CH:39][N:38]=1. No catalyst specified. The product is [Cl:10][C:11]1[CH:12]=[CH:13][C:14]([NH:19][C:18]([C:20]2[C:29]3[C:24](=[CH:25][CH:26]=[CH:27][CH:28]=3)[CH:23]=[CH:22][CH:21]=2)=[O:17])=[C:15]([C:16]([N:32]2[CH2:36][CH2:35][CH2:34][CH:33]2[C:37]2[CH:42]=[CH:41][CH:40]=[CH:39][N:38]=2)=[O:30])[CH:31]=1. The yield is 0.450. (6) The reactants are [NH2:1][C:2]1[N:7]=[C:6]([NH2:8])[C:5]([C:9]2[CH:14]=[CH:13][C:12]([OH:15])=[CH:11][CH:10]=2)=[C:4]([CH2:16][O:17][CH2:18][C:19]2[CH:24]=[CH:23][CH:22]=[CH:21][CH:20]=2)[N:3]=1.[O-]CC.[K+].[Cl:29][C:30]1[CH:37]=[CH:36][C:33]([CH2:34]Br)=[CH:32][CH:31]=1.O. The catalyst is C(O)C. The product is [CH2:18]([O:17][CH2:16][C:4]1[N:3]=[C:2]([NH2:1])[N:7]=[C:6]([NH2:8])[C:5]=1[C:9]1[CH:10]=[CH:11][C:12]([O:15][CH2:34][C:33]2[CH:36]=[CH:37][C:30]([Cl:29])=[CH:31][CH:32]=2)=[CH:13][CH:14]=1)[C:19]1[CH:20]=[CH:21][CH:22]=[CH:23][CH:24]=1. The yield is 0.670. (7) The reactants are [C:1]([O:5][C:6]([NH:8][CH2:9][CH2:10][CH2:11][CH2:12][CH2:13][NH2:14])=[O:7])([CH3:4])([CH3:3])[CH3:2].C(N(CC)CC)C.[Cl:22][CH2:23][CH2:24][S:25](Cl)(=[O:27])=[O:26]. The catalyst is ClCCl. The product is [C:1]([O:5][C:6]([NH:8][CH2:9][CH2:10][CH2:11][CH2:12][CH2:13][NH:14][S:25]([CH2:24][CH2:23][Cl:22])(=[O:27])=[O:26])=[O:7])([CH3:4])([CH3:3])[CH3:2]. The yield is 1.00. (8) The reactants are C(Cl)(=O)C(Cl)=O.CN(C)C=O.[C:12]([S:31][CH2:32][CH2:33][C:34](O)=[O:35])([C:25]1[CH:30]=[CH:29][CH:28]=[CH:27][CH:26]=1)([C:19]1[CH:24]=[CH:23][CH:22]=[CH:21][CH:20]=1)[C:13]1[CH:18]=[CH:17][CH:16]=[CH:15][CH:14]=1.C(SCCC(Cl)=O)(C1C=CC=CC=1)(C1C=CC=CC=1)C1C=CC=CC=1.[CH3:62][NH:63][C:64]1[S:65][C:66]([C:69]2[CH:70]=[N:71][CH:72]=[CH:73][CH:74]=2)=[N:67][N:68]=1. The catalyst is C1(C)C=CC=CC=1.CN(C)C1C=CN=CC=1.ClCCl.C(=O)(O)[O-].[Na+]. The product is [CH3:62][N:63]([C:64]1[S:65][C:66]([C:69]2[CH:70]=[N:71][CH:72]=[CH:73][CH:74]=2)=[N:67][N:68]=1)[C:34](=[O:35])[CH2:33][CH2:32][S:31][C:12]([C:13]1[CH:14]=[CH:15][CH:16]=[CH:17][CH:18]=1)([C:25]1[CH:26]=[CH:27][CH:28]=[CH:29][CH:30]=1)[C:19]1[CH:20]=[CH:21][CH:22]=[CH:23][CH:24]=1. The yield is 0.870.